Dataset: Forward reaction prediction with 1.9M reactions from USPTO patents (1976-2016). Task: Predict the product of the given reaction. (1) Given the reactants [NH2:1][C:2]1[CH:7]=[C:6]([C:8]([O:10][CH3:11])=[O:9])[C:5]([CH3:12])=[CH:4][C:3]=1[C:13]([O:15][CH3:16])=[O:14].[C:17](Cl)(Cl)=[S:18], predict the reaction product. The product is: [N:1]([C:2]1[CH:7]=[C:6]([C:8]([O:10][CH3:11])=[O:9])[C:5]([CH3:12])=[CH:4][C:3]=1[C:13]([O:15][CH3:16])=[O:14])=[C:17]=[S:18]. (2) Given the reactants C(OC([N:8]1[CH2:13][CH2:12][N:11]([CH2:14][C:15]2[CH:20]=[C:19]([O:21][Si:22]([C:35]([CH3:38])([CH3:37])[CH3:36])([C:29]3[CH:34]=[CH:33][CH:32]=[CH:31][CH:30]=3)[C:23]3[CH:28]=[CH:27][CH:26]=[CH:25][CH:24]=3)[CH:18]=[CH:17][C:16]=2[Br:39])[C:10](=[O:40])[CH2:9]1)=O)(C)(C)C.FC(F)(F)C(O)=O.C(=O)(O)[O-].[Na+], predict the reaction product. The product is: [Br:39][C:16]1[CH:17]=[CH:18][C:19]([O:21][Si:22]([C:35]([CH3:38])([CH3:37])[CH3:36])([C:23]2[CH:28]=[CH:27][CH:26]=[CH:25][CH:24]=2)[C:29]2[CH:34]=[CH:33][CH:32]=[CH:31][CH:30]=2)=[CH:20][C:15]=1[CH2:14][N:11]1[CH2:12][CH2:13][NH:8][CH2:9][C:10]1=[O:40].